Dataset: Full USPTO retrosynthesis dataset with 1.9M reactions from patents (1976-2016). Task: Predict the reactants needed to synthesize the given product. (1) Given the product [CH3:25][O:24][C:7]1[CH:6]=[C:5]([CH:2]([CH3:1])[CH3:3])[CH:10]=[CH:9][C:8]=1[N:11]([S:15]([C:18]1[CH:19]=[CH:20][CH:21]=[CH:22][CH:23]=1)(=[O:16])=[O:17])[C:12](=[O:14])[CH3:13], predict the reactants needed to synthesize it. The reactants are: [CH3:1][C:2]([C:5]1[CH:10]=[CH:9][C:8]([N:11]([S:15]([C:18]2[CH:23]=[CH:22][CH:21]=[CH:20][CH:19]=2)(=[O:17])=[O:16])[C:12](=[O:14])[CH3:13])=[C:7]([O:24][CH3:25])[CH:6]=1)(O)[CH3:3].C(=O)([O-])O.[Na+]. (2) Given the product [OH:1][C:2]1[CH:3]=[CH:4][C:5]([S:8][CH2:9][CH2:10][CH2:11][C:12]([N:16]([CH3:15])[CH2:17][C:18]2[CH:19]=[CH:20][C:21]([C:24]([F:25])([F:26])[F:27])=[CH:22][CH:23]=2)=[O:14])=[CH:6][CH:7]=1, predict the reactants needed to synthesize it. The reactants are: [OH:1][C:2]1[CH:7]=[CH:6][C:5]([S:8][CH2:9][CH2:10][CH2:11][C:12]([OH:14])=O)=[CH:4][CH:3]=1.[CH3:15][NH:16][CH2:17][C:18]1[CH:23]=[CH:22][C:21]([C:24]([F:27])([F:26])[F:25])=[CH:20][CH:19]=1. (3) Given the product [NH2:25][C@@H:10]([CH2:11][C:12]1[CH:17]=[CH:16][C:15]([C:18]2[CH:23]=[CH:22][C:21]([CH3:24])=[CH:20][N:19]=2)=[CH:14][CH:13]=1)[C@@H:9]([OH:36])[CH2:8][C@@H:7]([NH:6][C:4](=[O:5])[C@@H:3]([N:44]1[CH2:48][CH2:47][N:46]([CH2:49][C:50]2[CH:55]=[CH:54][CH:53]=[C:52]([CH3:56])[N:51]=2)[C:45]1=[O:57])[C:2]([CH3:1])([CH3:58])[CH3:59])[CH2:37][C:38]1[CH:39]=[CH:40][CH:41]=[CH:42][CH:43]=1, predict the reactants needed to synthesize it. The reactants are: [CH3:1][C:2]([CH3:59])([CH3:58])[C@H:3]([N:44]1[CH2:48][CH2:47][N:46]([CH2:49][C:50]2[CH:55]=[CH:54][CH:53]=[C:52]([CH3:56])[N:51]=2)[C:45]1=[O:57])[C:4]([NH:6][C@@H:7]([CH2:37][C:38]1[CH:43]=[CH:42][CH:41]=[CH:40][CH:39]=1)[CH2:8][C@H:9]([OH:36])[C@@H:10]([NH:25]C(=O)OCC1C=CC=CC=1)[CH2:11][C:12]1[CH:17]=[CH:16][C:15]([C:18]2[CH:23]=[CH:22][C:21]([CH3:24])=[CH:20][N:19]=2)=[CH:14][CH:13]=1)=[O:5].Cl. (4) Given the product [Br:1][C:2]1[C:3]([Cl:12])=[CH:4][C:5]([OH:11])=[C:6]([CH:10]=1)[C:7]([N:17]([C:16]1[CH:19]=[CH:20][CH:21]=[CH:22][C:15]=1[O:14][CH3:13])[CH3:18])=[O:9], predict the reactants needed to synthesize it. The reactants are: [Br:1][C:2]1[C:3]([Cl:12])=[CH:4][C:5]([OH:11])=[C:6]([CH:10]=1)[C:7]([OH:9])=O.[CH3:13][O:14][C:15]1[CH:22]=[CH:21][CH:20]=[CH:19][C:16]=1[NH:17][CH3:18].O=P12OP3(OP(OP(O3)(O1)=O)(=O)O2)=O. (5) Given the product [F:24][C:25]1[CH:26]=[CH:27][C:28]([C@H:31]([O:41][CH3:42])[CH2:32][C@H:33]([CH2:37][CH2:38][CH2:39][CH3:40])[C:34]([NH:8][O:7][CH:2]2[CH2:3][CH2:4][CH2:5][CH2:6][O:1]2)=[O:35])=[CH:29][CH:30]=1, predict the reactants needed to synthesize it. The reactants are: [O:1]1[CH2:6][CH2:5][CH2:4][CH2:3][CH:2]1[O:7][NH2:8].C1C=CC2N(O)N=NC=2C=1.C([O-])(O)=O.[Na+].[F:24][C:25]1[CH:30]=[CH:29][C:28]([C@H:31]([O:41][CH3:42])[CH2:32][C@H:33]([CH2:37][CH2:38][CH2:39][CH3:40])[C:34](O)=[O:35])=[CH:27][CH:26]=1.CCN=C=NCCCN(C)C.Cl.